The task is: Predict which catalyst facilitates the given reaction.. This data is from Catalyst prediction with 721,799 reactions and 888 catalyst types from USPTO. Reactant: [C:1]([O:5][C:6](=[O:26])[NH:7][C@H:8]([CH2:13][NH:14][C:15]1[CH:24]=[CH:23][C:22]2[C:17](=[CH:18][CH:19]=[C:20](Br)[CH:21]=2)[CH:16]=1)[C@@H:9]([CH3:12])[CH2:10][CH3:11])([CH3:4])([CH3:3])[CH3:2].[CH:27]1(B2OC(C)(C)C(C)(C)O2)[CH2:29][CH2:28]1.[O-]P([O-])([O-])=O.[K+].[K+].[K+].COCCOC. Product: [C:1]([O:5][C:6](=[O:26])[NH:7][C@H:8]([CH2:13][NH:14][C:15]1[CH:24]=[CH:23][C:22]2[C:17](=[CH:18][CH:19]=[C:20]([CH:27]3[CH2:29][CH2:28]3)[CH:21]=2)[CH:16]=1)[C@@H:9]([CH3:12])[CH2:10][CH3:11])([CH3:4])([CH3:3])[CH3:2]. The catalyst class is: 263.